This data is from Catalyst prediction with 721,799 reactions and 888 catalyst types from USPTO. The task is: Predict which catalyst facilitates the given reaction. Reactant: C(OC(=O)[NH:7][C:8]1[C:9]([CH3:24])=[N:10][C:11]([C:14]2[CH:19]=[CH:18][C:17]([C:20]([F:23])([F:22])[F:21])=[CH:16][CH:15]=2)=[CH:12][CH:13]=1)(C)(C)C.FC(F)(F)C(O)=O. Product: [CH3:24][C:9]1[C:8]([NH2:7])=[CH:13][CH:12]=[C:11]([C:14]2[CH:19]=[CH:18][C:17]([C:20]([F:22])([F:21])[F:23])=[CH:16][CH:15]=2)[N:10]=1. The catalyst class is: 2.